From a dataset of Reaction yield outcomes from USPTO patents with 853,638 reactions. Predict the reaction yield, written as a fraction of the theoretical maximum amount of product (1.0 means a 100% yield; for example, 0.34 means a 34% yield). (1) The product is [CH3:11][N:12]([CH3:14])/[CH:13]=[CH:9]/[C:8]([C:4]1[CH:5]=[CH:6][CH:7]=[C:2]([F:1])[CH:3]=1)=[O:10]. The yield is 0.920. No catalyst specified. The reactants are [F:1][C:2]1[CH:3]=[C:4]([C:8](=[O:10])[CH3:9])[CH:5]=[CH:6][CH:7]=1.[CH3:11][N:12]([CH:14](OC)OC)[CH3:13]. (2) The reactants are [F:1][C:2]1[CH:3]=[C:4]([CH:7]=[CH:8][C:9]=1[O:10][CH3:11])[CH:5]=O.[C:12](=O)([O-])[O-].[K+].[K+].[N+](=C(P(=O)(OC)OC)C(=O)C)=[N-]. The catalyst is CO. The product is [C:5]([C:4]1[CH:7]=[CH:8][C:9]([O:10][CH3:11])=[C:2]([F:1])[CH:3]=1)#[CH:12]. The yield is 0.769.